Predict the reactants needed to synthesize the given product. From a dataset of Full USPTO retrosynthesis dataset with 1.9M reactions from patents (1976-2016). (1) Given the product [Cl:1][C:2]1[CH:3]=[N:4][C:5]([N:11]2[CH2:12][CH:13]([O:15][C:16]3[CH:21]=[CH:20][C:19]([F:22])=[CH:18][CH:17]=3)[CH2:14]2)=[C:6]([CH:10]=1)[C:7]([NH:36][C@H:37]([C:39]1[CH:48]=[CH:47][C:42]([C:43]([O:45][CH3:46])=[O:44])=[CH:41][CH:40]=1)[CH3:38])=[O:8], predict the reactants needed to synthesize it. The reactants are: [Cl:1][C:2]1[CH:3]=[N:4][C:5]([N:11]2[CH2:14][CH:13]([O:15][C:16]3[CH:21]=[CH:20][C:19]([F:22])=[CH:18][CH:17]=3)[CH2:12]2)=[C:6]([CH:10]=1)[C:7](O)=[O:8].Cl.C(N=C=NCCCN(C)C)C.Cl.[NH2:36][C@H:37]([C:39]1[CH:48]=[CH:47][C:42]([C:43]([O:45][CH3:46])=[O:44])=[CH:41][CH:40]=1)[CH3:38].C(N(CC)CC)C.C([O-])(O)=O.[Na+]. (2) Given the product [F:1][C:2]1[CH:7]=[C:6]([F:8])[CH:5]=[CH:4][C:3]=1[N:9]1[CH:18]([CH2:19][CH2:20][CH2:21][OH:22])[C:17]2[C:13]3=[C:14]([C:25](=[O:29])[N:26]([CH3:28])[CH:27]=[C:12]3[C:11]3[CH:30]=[C:31]([CH2:34][S:35]([CH3:38])(=[O:36])=[O:37])[CH:32]=[CH:33][C:10]1=3)[NH:15][CH:16]=2, predict the reactants needed to synthesize it. The reactants are: [F:1][C:2]1[CH:7]=[C:6]([F:8])[CH:5]=[CH:4][C:3]=1[N:9]1[CH:18]([CH2:19][CH2:20][C:21](OC)=[O:22])[C:17]2[C:13]3=[C:14]([C:25](=[O:29])[N:26]([CH3:28])[CH:27]=[C:12]3[C:11]3[CH:30]=[C:31]([CH2:34][S:35]([CH3:38])(=[O:37])=[O:36])[CH:32]=[CH:33][C:10]1=3)[NH:15][CH:16]=2.[H-].[Al+3].[Li+].[H-].[H-].[H-]. (3) Given the product [ClH:31].[CH2:1]([O:3][C:4]1[C:5]2[C:9]([CH:10]=[CH:11][CH:12]=1)=[N:8][N:7]1[C:13]([CH:18]3[CH2:23][CH2:22][NH:21][CH2:20][CH2:19]3)=[CH:14][C:15](=[O:17])[NH:16][C:6]=21)[CH3:2], predict the reactants needed to synthesize it. The reactants are: [CH2:1]([O:3][C:4]1[C:5]2[C:9]([CH:10]=[CH:11][CH:12]=1)=[N:8][N:7]1[C:13]([CH:18]3[CH2:23][CH2:22][N:21](C(OC(C)(C)C)=O)[CH2:20][CH2:19]3)=[CH:14][C:15](=[O:17])[NH:16][C:6]=21)[CH3:2].[ClH:31]. (4) Given the product [NH2:1][C:2]1[C:7]2[C:8](=[O:20])[N:9]([C:13]3[CH:18]=[CH:17][C:16]([C:34]4[CH:33]=[CH:32][C:25]([CH2:26][NH:27][S:28]([CH3:31])(=[O:30])=[O:29])=[CH:24][C:23]=4[Cl:22])=[CH:15][CH:14]=3)[CH2:10][CH2:11][O:12][C:6]=2[N:5]=[C:4]([CH3:21])[N:3]=1, predict the reactants needed to synthesize it. The reactants are: [NH2:1][C:2]1[C:7]2[C:8](=[O:20])[N:9]([C:13]3[CH:18]=[CH:17][C:16](Br)=[CH:15][CH:14]=3)[CH2:10][CH2:11][O:12][C:6]=2[N:5]=[C:4]([CH3:21])[N:3]=1.[Cl:22][C:23]1[CH:24]=[C:25]([CH:32]=[CH:33][C:34]=1B1OC(C)(C)C(C)(C)O1)[CH2:26][NH:27][S:28]([CH3:31])(=[O:30])=[O:29]. (5) Given the product [CH3:3][NH:7][C:8](=[S:30])[O:9][CH2:10]/[CH:11]=[C:12](\[CH3:29])/[CH2:13][CH2:14]/[CH:15]=[C:16](\[CH3:28])/[CH2:17][CH2:18][CH:19]=[C:20]([CH3:21])[CH3:27], predict the reactants needed to synthesize it. The reactants are: N1C=CC=[C:3]([NH:7][C:8](=[S:30])[O:9][CH2:10]/[CH:11]=[C:12](\[CH3:29])/[CH2:13][CH2:14]/[CH:15]=[C:16](\[CH3:28])/[CH2:17][CH2:18]/[CH:19]=[C:20](\[CH3:27])/[CH2:21]CC=C(C)C)C=1.C(O)/C=C(/CC/C=C(/CCC=C(C)C)\C)\C.CSN=C=O. (6) The reactants are: C(O[C@H](C)[C@H](NC(OC[CH:19]1[C:31]2C=CC=C[C:26]=2C2C1=CC=CC=2)=O)C(O)=O)C1C=CC=CC=1.[NH2:33][C@H:34]([C:58]1[CH:63]=[CH:62][C:61]([O:64][CH2:65][C@H](O)CO)=[CH:60][CH:59]=1)[C:35]([NH:37][C@@H:38]([C@H:50]([C:52]1C=CC=CC=1)[CH3:51])[C:39]([NH:41][C:42]1[CH:47]=[CH:46][C:45]([I:48])=[CH:44][C:43]=1[Cl:49])=[O:40])=[O:36].[C:70]([O:74]C(N[C@H](C1C=CC(OC[C@H]2COC(C)(C)O2)=CC=1)C(O)=O)=O)(C)(C)C. Given the product [Cl:49][C:43]1[CH:44]=[C:45]([I:48])[CH:46]=[CH:47][C:42]=1[NH:41][C:39](=[O:40])[C@@H:38]([N:37]1[C:35](=[O:36])[C@@H:34]([C:58]2[CH:59]=[CH:60][C:61]([O:64][CH2:65][CH:19]3[CH2:26][CH2:31]3)=[CH:62][CH:63]=2)[NH:33][C:70]1=[O:74])[CH:50]([CH3:52])[CH3:51], predict the reactants needed to synthesize it. (7) Given the product [NH2:1][C:2]1[C:7]([C:8]2[CH:26]=[CH:25][C:11]([C:12]([NH:14][C@@H:15]([C:18]3[CH:23]=[CH:22][CH:21]=[C:20]([Cl:24])[CH:19]=3)[CH2:16][OH:17])=[O:13])=[C:10]([F:27])[CH:9]=2)=[CH:6][C:5]([C@@H:28]2[CH2:29][N:30]3[C@H:31]([CH2:33][O:34][CH2:36][C:37]3=[O:38])[CH2:32]2)=[CH:4][N:3]=1, predict the reactants needed to synthesize it. The reactants are: [NH2:1][C:2]1[C:7]([C:8]2[CH:26]=[CH:25][C:11]([C:12]([NH:14][C@@H:15]([C:18]3[CH:23]=[CH:22][CH:21]=[C:20]([Cl:24])[CH:19]=3)[CH2:16][OH:17])=[O:13])=[C:10]([F:27])[CH:9]=2)=[CH:6][C:5]([C@H:28]2[CH2:32][C@@H:31]([CH2:33][OH:34])[NH:30][CH2:29]2)=[CH:4][N:3]=1.Cl[CH2:36][C:37](O)=[O:38].CN(C(ON1N=NC2C=CC=NC1=2)=[N+](C)C)C.F[P-](F)(F)(F)(F)F.CCN(C(C)C)C(C)C.[H-].[Na+].